This data is from Catalyst prediction with 721,799 reactions and 888 catalyst types from USPTO. The task is: Predict which catalyst facilitates the given reaction. (1) Reactant: C(N(CC)C(C)C)(C)C.[CH:10]1([N:14]2[C:26]3[CH2:25][CH2:24][CH:23]([CH:27]4[CH2:32][CH2:31][O:30][CH2:29][CH2:28]4)[CH2:22][C:21]=3[C:20]3[C:15]2=[CH:16][CH:17]=[C:18]([C:33](O)=[O:34])[CH:19]=3)[CH2:13][CH2:12][CH2:11]1.[CH2:36]([NH:38][C:39](=[O:44])[CH2:40][NH:41][CH2:42][CH3:43])[CH3:37].CN(C(ON1N=NC2C=CC=NC1=2)=[N+](C)C)C.F[P-](F)(F)(F)(F)F. Product: [CH:10]1([N:14]2[C:26]3[CH2:25][CH2:24][CH:23]([CH:27]4[CH2:32][CH2:31][O:30][CH2:29][CH2:28]4)[CH2:22][C:21]=3[C:20]3[C:15]2=[CH:16][CH:17]=[C:18]([C:33]([N:41]([CH2:42][CH3:43])[CH2:40][C:39]([NH:38][CH2:36][CH3:37])=[O:44])=[O:34])[CH:19]=3)[CH2:11][CH2:12][CH2:13]1. The catalyst class is: 18. (2) Reactant: [F:1][C:2]([F:20])([F:19])[C:3]1[CH:4]=[C:5]([NH:9][C:10]2[CH:18]=[CH:17][C:13]([C:14](O)=[O:15])=[CH:12][CH:11]=2)[CH:6]=[CH:7][CH:8]=1.CN(C(ON1N=NC2C=CC=NC1=2)=[N+](C)C)C.F[P-](F)(F)(F)(F)F.[CH3:45][S:46]([NH2:49])(=[O:48])=[O:47].CCN(C(C)C)C(C)C. Product: [CH3:45][S:46]([NH:49][C:14](=[O:15])[C:13]1[CH:17]=[CH:18][C:10]([NH:9][C:5]2[CH:6]=[CH:7][CH:8]=[C:3]([C:2]([F:20])([F:19])[F:1])[CH:4]=2)=[CH:11][CH:12]=1)(=[O:48])=[O:47]. The catalyst class is: 3. (3) Reactant: [CH2:1]([O:8][C:9]([NH:11]/[C:12](=[CH:17]\[C:18]1[CH:23]=[CH:22][CH:21]=[CH:20][CH:19]=1)/[C:13]([O:15][CH3:16])=[O:14])=[O:10])[C:2]1[CH:7]=[CH:6][CH:5]=[CH:4][CH:3]=1.[Cl:24][C:25]1[CH:30]=[CH:29][C:28]([SH:31])=[C:27]([NH2:32])[CH:26]=1. Product: [NH2:32][C:27]1[CH:26]=[C:25]([Cl:24])[CH:30]=[CH:29][C:28]=1[S:31][CH:17]([C:18]1[CH:19]=[CH:20][CH:21]=[CH:22][CH:23]=1)[C@@H:12]([C:13]([O:15][CH3:16])=[O:14])[NH:11][C:9]([O:8][CH2:1][C:2]1[CH:3]=[CH:4][CH:5]=[CH:6][CH:7]=1)=[O:10]. The catalyst class is: 13. (4) Reactant: [Cl:1][C:2]1[CH:3]=[C:4]([NH:9][CH:10]=O)[CH:5]=[CH:6][C:7]=1[Cl:8].[H-].[Na+].[Cl:14][C:15]1[N:23]=[C:22]2[C:18]([N:19]=[CH:20][N:21]2[CH2:24][CH3:25])=C(Cl)[N:16]=1.O. Product: [Cl:14][C:15]1[N:23]=[C:22]2[C:18]([N:19]=[CH:20][N:21]2[CH2:24][CH3:25])=[C:10]([NH:9][C:4]2[CH:5]=[CH:6][C:7]([Cl:8])=[C:2]([Cl:1])[CH:3]=2)[N:16]=1. The catalyst class is: 7. (5) Reactant: C(N(CC)CC)C.[NH2:8][CH2:9][CH2:10][C:11]([OH:13])=[O:12].[CH3:14][C:15]([O:18][C:19](ON=C(C1C=CC=CC=1)C#N)=[O:20])([CH3:17])[CH3:16]. Product: [C:15]([O:18][C:19]([NH:8][CH2:9][CH2:10][C:11]([OH:13])=[O:12])=[O:20])([CH3:17])([CH3:16])[CH3:14]. The catalyst class is: 708. (6) Reactant: [CH2:1]([N:3]([CH2:6][CH3:7])[CH2:4][CH3:5])[CH3:2].[Br:8][C:9]1[CH:10]=[C:11]([CH2:17][C:18]#[N:19])[CH:12]=[CH:13]C=1CO.CS(Cl)(=O)=O.N1CCCC1. Product: [Br:8][C:9]1[CH:10]=[C:11]([CH2:17][C:18]#[N:19])[CH:12]=[CH:13][C:2]=1[CH2:1][N:3]1[CH2:6][CH2:7][CH2:5][CH2:4]1. The catalyst class is: 34.